Dataset: Forward reaction prediction with 1.9M reactions from USPTO patents (1976-2016). Task: Predict the product of the given reaction. Given the reactants [CH3:1][O:2][C:3]1[C:8](B(O)O)=[CH:7][CH:6]=[CH:5][N:4]=1.Br[C:13]1[CH:41]=[CH:40][C:16]([C:17]([N:19]2[CH2:39][CH2:38][C:22]3([N:27]([CH3:28])[CH2:26][CH2:25][N:24]4[C:29]([C:32](=[O:37])[C:33]([F:36])([F:35])[F:34])=[CH:30][CH:31]=[C:23]34)[CH2:21][CH2:20]2)=[O:18])=[CH:15][C:14]=1[CH3:42].C([O-])([O-])=O.[Na+].[Na+], predict the reaction product. The product is: [F:36][C:33]([F:34])([F:35])[C:32]([C:29]1[N:24]2[CH2:25][CH2:26][N:27]([CH3:28])[C:22]3([CH2:38][CH2:39][N:19]([C:17](=[O:18])[C:16]4[CH:40]=[CH:41][C:13]([C:8]5[C:3]([O:2][CH3:1])=[N:4][CH:5]=[CH:6][CH:7]=5)=[C:14]([CH3:42])[CH:15]=4)[CH2:20][CH2:21]3)[C:23]2=[CH:31][CH:30]=1)=[O:37].